Dataset: Reaction yield outcomes from USPTO patents with 853,638 reactions. Task: Predict the reaction yield, written as a fraction of the theoretical maximum amount of product (1.0 means a 100% yield; for example, 0.34 means a 34% yield). (1) The yield is 0.830. The catalyst is CC#N. The reactants are [C:1]([NH2:5])([CH3:4])([CH3:3])[CH3:2].[Cl:6][CH2:7][CH2:8][N:9]=[C:10]=[O:11]. The product is [C:1]([NH:5][C:10]([NH:9][CH2:8][CH2:7][Cl:6])=[O:11])([CH3:4])([CH3:3])[CH3:2]. (2) The reactants are CC([O-])(C)C.[K+].[Cl:7][C:8]1[CH:9]=[CH:10][C:11]([N+:17]([O-:19])=[O:18])=[C:12]([CH:16]=1)[C:13]([OH:15])=[O:14].CO[NH2:22].Cl. The catalyst is CN(C=O)C.CC([O-])=O.CC([O-])=O.[Cu+2]. The product is [NH2:22][C:10]1[C:11]([N+:17]([O-:19])=[O:18])=[C:12]([CH:16]=[C:8]([Cl:7])[CH:9]=1)[C:13]([OH:15])=[O:14]. The yield is 1.00. (3) The reactants are [C:1]([Br:5])(Br)(Br)Br.C1(P(C2C=CC=CC=2)C2C=CC=CC=2)C=CC=CC=1.[CH2:25]([NH:29][C:30](=[O:40])[C:31]([NH:33][CH2:34][CH2:35][CH2:36][CH2:37]CO)=[O:32])[CH2:26][CH2:27][CH3:28]. The catalyst is C(Cl)Cl. The product is [Br:5][CH2:1][CH2:37][CH2:36][CH2:35][CH2:34][NH:33][C:31](=[O:32])[C:30]([NH:29][CH2:25][CH2:26][CH2:27][CH3:28])=[O:40]. The yield is 0.840. (4) The reactants are [CH2:1]([O:3][C:4](=[O:25])[CH2:5][N:6]1[CH2:9][C:8]2([CH2:13][CH2:12][CH2:11][N:10]2[C:14](OCC2C=CC=CC=2)=[O:15])[C:7]1=[O:24])[CH3:2].[C:26](OC(=O)C)(=O)C. The catalyst is CCOC(C)=O.[Pd]. The product is [C:14]([N:10]1[CH2:11][CH2:12][CH2:13][C:8]21[C:7](=[O:24])[N:6]([CH2:5][C:4]([O:3][CH2:1][CH3:2])=[O:25])[CH2:9]2)(=[O:15])[CH3:26]. The yield is 0.879.